Dataset: Full USPTO retrosynthesis dataset with 1.9M reactions from patents (1976-2016). Task: Predict the reactants needed to synthesize the given product. (1) Given the product [Cl:15][C:13]1[C:9]2[O:10][CH2:11][O:12][C:8]=2[CH:7]=[C:6]([C:3]2[C:2]([C:16]([F:18])([F:17])[F:19])=[N:27][N:26]([C:21]3[N:22]=[CH:23][CH:24]=[CH:25][N:20]=3)[C:4]=2[NH2:5])[CH:14]=1, predict the reactants needed to synthesize it. The reactants are: Cl[C:2]([C:16]([F:19])([F:18])[F:17])=[C:3]([C:6]1[CH:14]=[C:13]([Cl:15])[C:9]2[O:10][CH2:11][O:12][C:8]=2[CH:7]=1)[C:4]#[N:5].[N:20]1[CH:25]=[CH:24][CH:23]=[N:22][C:21]=1[NH:26][NH2:27].C(N(CC)CC)C. (2) Given the product [NH:29]1[CH:33]=[CH:32][C:31]([NH:34][C:2]2[C:11]3[C:6](=[CH:7][C:8]([I:12])=[CH:9][CH:10]=3)[N:5]=[C:4]([C:13]([O:15][CH2:16][CH3:17])=[O:14])[N:3]=2)=[N:30]1, predict the reactants needed to synthesize it. The reactants are: Cl[C:2]1[C:11]2[C:6](=[CH:7][C:8]([I:12])=[CH:9][CH:10]=2)[N:5]=[C:4]([C:13]([O:15][CH2:16][CH3:17])=[O:14])[N:3]=1.[I-].[K+].CCN(C(C)C)C(C)C.[NH:29]1[CH:33]=[CH:32][C:31]([NH2:34])=[N:30]1. (3) Given the product [Br:45][C:28]1[N:20]([C@H:12]2[C@H:13]3[C@H:14]([O:15][C:16]([CH3:19])([CH3:18])[O:17]3)[C@@H:10]([CH2:9][O:8][Si:1]([C:4]([CH3:7])([CH3:6])[CH3:5])([CH3:2])[CH3:3])[O:11]2)[C:21]2[C:26]([N:27]=1)=[C:25](/[CH:29]=[CH:30]/[C:31]1[CH:32]=[CH:33][CH:34]=[CH:35][CH:36]=1)[N:24]=[CH:23][N:22]=2, predict the reactants needed to synthesize it. The reactants are: [Si:1]([O:8][CH2:9][C@@H:10]1[C@H:14]2[O:15][C:16]([CH3:19])([CH3:18])[O:17][C@H:13]2[C@H:12]([N:20]2[CH:28]=[N:27][C:26]3[C:21]2=[N:22][CH:23]=[N:24][C:25]=3/[CH:29]=[CH:30]/[C:31]2[CH:36]=[CH:35][CH:34]=[CH:33][CH:32]=2)[O:11]1)([C:4]([CH3:7])([CH3:6])[CH3:5])([CH3:3])[CH3:2].C([N-]C(C)C)(C)C.[Li+].[Br:45]C(Cl)(Cl)C(Br)(Cl)Cl.C(=O)(O)[O-].[Na+]. (4) Given the product [OH:26][C@H:27]([C:73]1[CH:82]=[CH:81][C:80]([OH:83])=[C:79]2[C:74]=1[CH:75]=[CH:76][C:77](=[O:84])[NH:78]2)[CH2:28][NH:29][CH2:30][CH2:31][CH2:32][CH2:33][CH2:34][CH2:35][CH2:36][CH2:37][NH:38][C:39]([C:41]1[CH:42]=[C:43]([S:47]([C:50]2[CH:51]=[C:52]3[C:57](=[C:58]([CH3:60])[CH:59]=2)[N:56]=[CH:55][C:54]([C:61]([NH2:63])=[O:62])=[C:53]3[NH:64][C:65]2[CH:70]=[CH:69][CH:68]=[C:67]([O:71][CH3:72])[CH:66]=2)(=[O:48])=[O:49])[CH:44]=[CH:45][CH:46]=1)=[O:40], predict the reactants needed to synthesize it. The reactants are: CCCC[N+](CCCC)(CCCC)CCCC.[F-].[Si]([O:26][C@H:27]([C:73]1[CH:82]=[CH:81][C:80]([OH:83])=[C:79]2[C:74]=1[CH:75]=[CH:76][C:77](=[O:84])[NH:78]2)[CH2:28][NH:29][CH2:30][CH2:31][CH2:32][CH2:33][CH2:34][CH2:35][CH2:36][CH2:37][NH:38][C:39]([C:41]1[CH:42]=[C:43]([S:47]([C:50]2[CH:51]=[C:52]3[C:57](=[C:58]([CH3:60])[CH:59]=2)[N:56]=[CH:55][C:54]([C:61]([NH2:63])=[O:62])=[C:53]3[NH:64][C:65]2[CH:70]=[CH:69][CH:68]=[C:67]([O:71][CH3:72])[CH:66]=2)(=[O:49])=[O:48])[CH:44]=[CH:45][CH:46]=1)=[O:40])(C(C)(C)C)(C)C.C(O)(=O)C. (5) The reactants are: [C:1]([O-:4])([O-])=O.[K+].[K+].Br[C:8]1[CH:13]=[CH:12][C:11]([C:14]2([C:17]([OH:19])=[O:18])[CH2:16][CH2:15]2)=[CH:10][C:9]=1[F:20].OOB([C:25]1[CH:30]=[CH:29]C=[CH:27][CH:26]=1)O. Given the product [F:20][C:9]1[CH:10]=[C:11]([C:14]2([C:17]([OH:19])=[O:18])[CH2:16][CH2:15]2)[CH:12]=[CH:13][C:8]=1[C:25]1[CH:30]=[CH:29][C:1]([OH:4])=[CH:27][CH:26]=1, predict the reactants needed to synthesize it.